From a dataset of Catalyst prediction with 721,799 reactions and 888 catalyst types from USPTO. Predict which catalyst facilitates the given reaction. (1) Reactant: [CH2:1]([NH:3][C:4]([C:6]1[C:10]([C:11]2[CH:16]=[CH:15][C:14]([CH:17]=O)=[CH:13][CH:12]=2)=[C:9]([C:19]2[CH:24]=[C:23]([CH2:25][CH:26]([CH3:28])[CH3:27])[C:22]([O:29][CH2:30][C:31]3[CH:36]=[CH:35][CH:34]=[CH:33][CH:32]=3)=[CH:21][C:20]=2[O:37][CH2:38][C:39]2[CH:44]=[CH:43][CH:42]=[CH:41][CH:40]=2)[O:8][N:7]=1)=[O:5])[CH3:2].[NH:45]1[CH2:50][CH2:49][O:48][CH2:47][CH2:46]1.C(O)(=O)C.C([BH3-])#N.[Na+]. Product: [CH2:1]([NH:3][C:4]([C:6]1[C:10]([C:11]2[CH:12]=[CH:13][C:14]([CH2:17][N:45]3[CH2:50][CH2:49][O:48][CH2:47][CH2:46]3)=[CH:15][CH:16]=2)=[C:9]([C:19]2[CH:24]=[C:23]([CH2:25][CH:26]([CH3:28])[CH3:27])[C:22]([O:29][CH2:30][C:31]3[CH:32]=[CH:33][CH:34]=[CH:35][CH:36]=3)=[CH:21][C:20]=2[O:37][CH2:38][C:39]2[CH:40]=[CH:41][CH:42]=[CH:43][CH:44]=2)[O:8][N:7]=1)=[O:5])[CH3:2]. The catalyst class is: 5. (2) Reactant: [Br:1][C:2]1[CH:7]=[CH:6][C:5](I)=[CH:4][CH:3]=1.[C:9]([Si:11]([CH3:14])([CH3:13])[CH3:12])#[CH:10]. Product: [Br:1][C:2]1[CH:7]=[CH:6][C:5]([C:10]#[C:9][Si:11]([CH3:14])([CH3:13])[CH3:12])=[CH:4][CH:3]=1. The catalyst class is: 778. (3) The catalyst class is: 8. Reactant: [CH:1]([C:3]1[C:4]([C:27]2[S:28][CH:29]=[CH:30][CH:31]=2)=[C:5]2[C:14]3[C:9](=[CH:10][C:11]([O:19][CH3:20])=[C:12]([O:15][CH:16]([CH3:18])[CH3:17])[CH:13]=3)[CH2:8][CH2:7][N:6]2[C:21]=1[C:22]([O:24]CC)=[O:23])=[O:2].[OH-].[Na+]. Product: [CH:1]([C:3]1[C:4]([C:27]2[S:28][CH:29]=[CH:30][CH:31]=2)=[C:5]2[C:14]3[C:9](=[CH:10][C:11]([O:19][CH3:20])=[C:12]([O:15][CH:16]([CH3:17])[CH3:18])[CH:13]=3)[CH2:8][CH2:7][N:6]2[C:21]=1[C:22]([OH:24])=[O:23])=[O:2]. (4) The catalyst class is: 125. Product: [OH:6][C@@H:5]([CH2:4][OH:3])[CH2:7][N:8]1[CH:12]=[CH:11][C:10]([NH:13][C:14](=[O:35])[C@@H:15]([N:20]2[CH2:24][C:23]([O:25][C:26]3[CH:31]=[C:30]([F:32])[CH:29]=[CH:28][C:27]=3[F:33])=[CH:22][C:21]2=[O:34])[CH2:16][CH:17]([CH3:19])[CH3:18])=[N:9]1. Reactant: CC1(C)[O:6][C@H:5]([CH2:7][N:8]2[CH:12]=[CH:11][C:10]([NH:13][C:14](=[O:35])[C@@H:15]([N:20]3[CH2:24][C:23]([O:25][C:26]4[CH:31]=[C:30]([F:32])[CH:29]=[CH:28][C:27]=4[F:33])=[CH:22][C:21]3=[O:34])[CH2:16][CH:17]([CH3:19])[CH3:18])=[N:9]2)[CH2:4][O:3]1.O.C1(C)C=CC(S(O)(=O)=O)=CC=1. (5) The catalyst class is: 18. Reactant: [CH3:1][O:2][C:3]1[CH:4]=[C:5]([CH:9]=[CH:10][C:11]=1[C:12]1[O:16][C:15]([CH3:17])=[N:14][CH:13]=1)[C:6]([OH:8])=O.[C:18]([O:22][C:23]([CH3:26])([CH3:25])[CH3:24])(=[O:21])[NH:19][NH2:20].P(C#N)(OCC)(OCC)=O.C(N(CC)CC)C. Product: [CH3:1][O:2][C:3]1[CH:4]=[C:5]([C:6]([NH:20][NH:19][C:18]([O:22][C:23]([CH3:26])([CH3:25])[CH3:24])=[O:21])=[O:8])[CH:9]=[CH:10][C:11]=1[C:12]1[O:16][C:15]([CH3:17])=[N:14][CH:13]=1. (6) Reactant: CN(C)C=O.[OH:6][C:7]1[C:16]([CH2:17][CH2:18][CH3:19])=[C:15]2[C:10]([C:11]([C:21]([F:24])([F:23])[F:22])=[CH:12][C:13](=[O:20])[O:14]2)=[CH:9][CH:8]=1.[Br:25][CH2:26][CH2:27][CH2:28][CH2:29]Br.C(=O)([O-])[O-].[K+].[K+]. Product: [Br:25][CH2:26][CH2:27][CH2:28][CH2:29][O:6][C:7]1[C:16]([CH2:17][CH2:18][CH3:19])=[C:15]2[C:10]([C:11]([C:21]([F:24])([F:22])[F:23])=[CH:12][C:13](=[O:20])[O:14]2)=[CH:9][CH:8]=1. The catalyst class is: 6.